Predict the product of the given reaction. From a dataset of Forward reaction prediction with 1.9M reactions from USPTO patents (1976-2016). Given the reactants [H-].[Na+].[F:3][C:4]1([F:18])[CH2:9][CH2:8][N:7]([C:10]([O:12][C:13]([CH3:16])([CH3:15])[CH3:14])=[O:11])[CH2:6][C@@H:5]1[OH:17].Cl[C:20]1[CH:29]=[CH:28][C:27]2[C:22](=[CH:23][CH:24]=[CH:25][CH:26]=2)[N:21]=1, predict the reaction product. The product is: [F:18][C:4]1([F:3])[CH2:9][CH2:8][N:7]([C:10]([O:12][C:13]([CH3:15])([CH3:14])[CH3:16])=[O:11])[CH2:6][C@@H:5]1[O:17][C:20]1[CH:29]=[CH:28][C:27]2[C:22](=[CH:23][CH:24]=[CH:25][CH:26]=2)[N:21]=1.